This data is from NCI-60 drug combinations with 297,098 pairs across 59 cell lines. The task is: Regression. Given two drug SMILES strings and cell line genomic features, predict the synergy score measuring deviation from expected non-interaction effect. (1) Drug 1: C1CCN(CC1)CCOC2=CC=C(C=C2)C(=O)C3=C(SC4=C3C=CC(=C4)O)C5=CC=C(C=C5)O. Drug 2: C1=NC2=C(N=C(N=C2N1C3C(C(C(O3)CO)O)F)Cl)N. Cell line: SF-539. Synergy scores: CSS=10.5, Synergy_ZIP=-6.40, Synergy_Bliss=1.39, Synergy_Loewe=-15.0, Synergy_HSA=-2.13. (2) Drug 1: CC(C1=C(C=CC(=C1Cl)F)Cl)OC2=C(N=CC(=C2)C3=CN(N=C3)C4CCNCC4)N. Drug 2: CC1=C(C=C(C=C1)C(=O)NC2=CC(=CC(=C2)C(F)(F)F)N3C=C(N=C3)C)NC4=NC=CC(=N4)C5=CN=CC=C5. Cell line: LOX IMVI. Synergy scores: CSS=8.87, Synergy_ZIP=-2.90, Synergy_Bliss=-1.26, Synergy_Loewe=1.92, Synergy_HSA=1.21. (3) Cell line: MCF7. Drug 2: C1=CC(=CC=C1CC(C(=O)O)N)N(CCCl)CCCl.Cl. Synergy scores: CSS=13.5, Synergy_ZIP=-4.59, Synergy_Bliss=-0.116, Synergy_Loewe=-0.649, Synergy_HSA=0.460. Drug 1: CC1C(C(CC(O1)OC2CC(CC3=C2C(=C4C(=C3O)C(=O)C5=C(C4=O)C(=CC=C5)OC)O)(C(=O)CO)O)N)O.Cl. (4) Drug 1: CN(C)N=NC1=C(NC=N1)C(=O)N. Cell line: OVCAR-5. Drug 2: CC(C)(C#N)C1=CC(=CC(=C1)CN2C=NC=N2)C(C)(C)C#N. Synergy scores: CSS=-2.11, Synergy_ZIP=0.294, Synergy_Bliss=-0.671, Synergy_Loewe=-2.90, Synergy_HSA=-2.39.